Dataset: Forward reaction prediction with 1.9M reactions from USPTO patents (1976-2016). Task: Predict the product of the given reaction. (1) Given the reactants [Mg].Cl[CH2:3][C:4]1[CH:12]=[CH:11][C:7]2[O:8][CH2:9][O:10][C:6]=2[CH:5]=1.CN(CCN(C)C)C.[Si:21]([O:28][C@H:29]([CH2:38][O:39][Si:40]([C:43]([CH3:46])([CH3:45])[CH3:44])([CH3:42])[CH3:41])/[CH:30]=[N:31]/[S:32]([C:34]([CH3:37])([CH3:36])[CH3:35])=[O:33])([C:24]([CH3:27])([CH3:26])[CH3:25])([CH3:23])[CH3:22], predict the reaction product. The product is: [O:8]1[C:7]2[CH:11]=[CH:12][C:4]([CH2:3][C@@H:30]([NH:31][S:32]([C:34]([CH3:37])([CH3:36])[CH3:35])=[O:33])[C@H:29]([O:28][Si:21]([C:24]([CH3:26])([CH3:25])[CH3:27])([CH3:23])[CH3:22])[CH2:38][O:39][Si:40]([C:43]([CH3:46])([CH3:45])[CH3:44])([CH3:42])[CH3:41])=[CH:5][C:6]=2[O:10][CH2:9]1. (2) Given the reactants [CH3:1][NH:2][CH3:3].[CH3:4][C:5]1([CH3:28])[O:9][N:8]=[C:7]([S:10][CH2:11][C:12]2[C:13]([C:24]([F:27])([F:26])[F:25])=[N:14][N:15]([C:18]3[CH:23]=[CH:22][CH:21]=[CH:20][CH:19]=3)[C:16]=2F)[CH2:6]1.O, predict the reaction product. The product is: [CH3:4][C:5]1([CH3:28])[O:9][N:8]=[C:7]([S:10][CH2:11][C:12]2[C:13]([C:24]([F:27])([F:26])[F:25])=[N:14][N:15]([C:18]3[CH:23]=[CH:22][CH:21]=[CH:20][CH:19]=3)[C:16]=2[N:2]([CH3:3])[CH3:1])[CH2:6]1. (3) Given the reactants [H-].[Na+].[CH2:3]([O:5][C:6](=[O:31])[CH2:7][NH:8][CH2:9][C:10]1[CH:15]=[CH:14][C:13]([O:16][CH2:17][CH2:18][C:19]2[N:20]=[C:21]([C:25]3[CH:30]=[CH:29][CH:28]=[CH:27][CH:26]=3)[O:22][C:23]=2[CH3:24])=[CH:12][CH:11]=1)[CH3:4].Br[CH2:33][C:34]([O:36][CH2:37][CH3:38])=[O:35], predict the reaction product. The product is: [CH2:3]([O:5][C:6](=[O:31])[CH2:7][N:8]([CH2:33][C:34]([O:36][CH2:37][CH3:38])=[O:35])[CH2:9][C:10]1[CH:11]=[CH:12][C:13]([O:16][CH2:17][CH2:18][C:19]2[N:20]=[C:21]([C:25]3[CH:30]=[CH:29][CH:28]=[CH:27][CH:26]=3)[O:22][C:23]=2[CH3:24])=[CH:14][CH:15]=1)[CH3:4]. (4) The product is: [C:1]1([C:7]2[O:11][N:10]=[C:9]([CH2:12][OH:13])[CH:8]=2)[CH:2]=[CH:3][CH:4]=[CH:5][CH:6]=1. Given the reactants [C:1]1([C:7]2[O:11][N:10]=[C:9]([C:12](OCC)=[O:13])[CH:8]=2)[CH:6]=[CH:5][CH:4]=[CH:3][CH:2]=1.[H-].[Al+3].[Li+].[H-].[H-].[H-].O.Cl, predict the reaction product. (5) Given the reactants Cl.[NH2:2][C@@H:3]1[CH2:7][C@H:6]([CH2:8][OH:9])[C@@H:5]([OH:10])[C@H:4]1[OH:11].[Cl:12][C:13]1[CH:18]=[C:17](Cl)[N:16]=[CH:15][N:14]=1.CCN(CC)CC, predict the reaction product. The product is: [Cl:12][C:13]1[N:14]=[CH:15][N:16]=[C:17]([NH:2][C@@H:3]2[CH2:7][C@H:6]([CH2:8][OH:9])[C@@H:5]([OH:10])[C@H:4]2[OH:11])[CH:18]=1.